Dataset: Forward reaction prediction with 1.9M reactions from USPTO patents (1976-2016). Task: Predict the product of the given reaction. (1) Given the reactants [OH:1][C@@H:2]([CH:6]([CH3:8])[CH3:7])[C:3](O)=[O:4].C1CN([P+](ON2N=NC3C=CC=CC2=3)(N2CCCC2)N2CCCC2)CC1.F[P-](F)(F)(F)(F)F.C(OC(=O)[NH:48][CH2:49][CH2:50][CH2:51][C:52]1([C:64]2[CH:69]=[CH:68][CH:67]=[CH:66][CH:65]=2)[NH:56][N:55]=[C:54]([C:57]2[CH:62]=[CH:61][CH:60]=[C:59]([F:63])[CH:58]=2)[S:53]1)(C)(C)C.CCN(C(C)C)C(C)C.Cl, predict the reaction product. The product is: [NH2:48][CH2:49][CH2:50][CH2:51][C:52]1([C:64]2[CH:69]=[CH:68][CH:67]=[CH:66][CH:65]=2)[N:56]([C:3](=[O:4])[C@@H:2]([OH:1])[CH:6]([CH3:8])[CH3:7])[N:55]=[C:54]([C:57]2[CH:62]=[CH:61][CH:60]=[C:59]([F:63])[CH:58]=2)[S:53]1. (2) Given the reactants C([O:3][C:4](=[O:20])[C@@H:5]([O:18][CH3:19])[CH2:6][C:7]1[CH:12]=[CH:11][C:10]([O:13][CH2:14][C:15]([OH:17])=O)=[CH:9][CH:8]=1)C.[O:21]1[C:25]2[CH:26]=[CH:27][C:28]([CH2:30][NH2:31])=[CH:29][C:24]=2[O:23][CH2:22]1.C(O[C@@H](CC1C=CC(O[C@@H](C(=O)NCCC2C=CC(OC3C=CC=CC=3)=CC=2)C)=CC=1)C(O)=O)C, predict the reaction product. The product is: [O:21]1[C:25]2[CH:26]=[CH:27][C:28]([CH2:30][NH:31][C:15]([CH2:14][O:13][C:10]3[CH:9]=[CH:8][C:7]([CH2:6][C@H:5]([O:18][CH3:19])[C:4]([OH:3])=[O:20])=[CH:12][CH:11]=3)=[O:17])=[CH:29][C:24]=2[O:23][CH2:22]1.